Dataset: Catalyst prediction with 721,799 reactions and 888 catalyst types from USPTO. Task: Predict which catalyst facilitates the given reaction. (1) Reactant: [Si:1]([N:18]1[C@H:21]([CH2:22][OH:23])[CH2:20][C:19]1=[O:24])([C:14]([CH3:17])([CH3:16])[CH3:15])([C:8]1[CH:13]=[CH:12][CH:11]=[CH:10][CH:9]=1)[C:2]1[CH:7]=[CH:6][CH:5]=[CH:4][CH:3]=1.CC(OI1(OC(C)=O)(OC(C)=O)OC(=O)C2C=CC=CC1=2)=O.[O-]S([O-])(=S)=O.[Na+].[Na+].C([O-])(O)=O.[Na+]. Product: [Si:1]([N:18]1[C:19](=[O:24])[CH2:20][C@H:21]1[CH:22]=[O:23])([C:14]([CH3:17])([CH3:16])[CH3:15])([C:8]1[CH:13]=[CH:12][CH:11]=[CH:10][CH:9]=1)[C:2]1[CH:7]=[CH:6][CH:5]=[CH:4][CH:3]=1. The catalyst class is: 158. (2) Reactant: [C:1]1(=O)[CH2:5][CH2:4][C:3](=[O:6])[CH2:2]1.[NH2:8][C:9]1[CH:16]=[CH:15][C:12]([C:13]#[N:14])=[C:11]([Cl:17])[CH:10]=1.CC1C=CC(S(O)(=O)=O)=CC=1.O. Product: [Cl:17][C:11]1[CH:10]=[C:9]([NH:8][C:1]2[CH2:5][CH2:4][C:3](=[O:6])[CH:2]=2)[CH:16]=[CH:15][C:12]=1[C:13]#[N:14]. The catalyst class is: 11. (3) Reactant: [Br:1][C:2]1[C:3]([C:9]([F:12])([F:11])[F:10])=[CH:4][C:5]([NH2:8])=[N:6][CH:7]=1.[C:13](OCC)(=[O:15])[CH3:14].C(OC(=O)C)(=O)C. Product: [Br:1][C:2]1[C:3]([C:9]([F:12])([F:10])[F:11])=[CH:4][C:5]([NH:8][C:13](=[O:15])[CH3:14])=[N:6][CH:7]=1. The catalyst class is: 194. (4) Reactant: [CH3:1][C:2]1[S:3][CH:4]=[CH:5][N:6]=1.C(=O)([O-])[O-].[K+].[K+].Br[C:14]1[N:19]=[C:18]([C:20]2[N:25]=[CH:24][CH:23]=[CH:22][N:21]=2)[CH:17]=[CH:16][CH:15]=1.C1(C)C=CC=CC=1P(C1C=CC=CC=1C)C1C=CC=CC=1C. Product: [CH3:1][C:2]1[S:3][C:4]([C:14]2[N:19]=[C:18]([C:20]3[N:21]=[CH:22][CH:23]=[CH:24][N:25]=3)[CH:17]=[CH:16][CH:15]=2)=[CH:5][N:6]=1. The catalyst class is: 274. (5) Reactant: [Br-].[CH3:2][O:3][C:4]([C:6]1[CH:31]=[CH:30][C:9]([CH2:10][P+](C2C=CC=CC=2)(C2C=CC=CC=2)C2C=CC=CC=2)=[CH:8][CH:7]=1)=[O:5].[N+:32]([C:35]1[CH:36]=[C:37]([CH:40]=[CH:41][CH:42]=1)[CH:38]=O)([O-:34])=[O:33].C1CC23[N+](=[N-])C(CCC2)=C3C1. Product: [N+:32]([C:35]1[CH:36]=[C:37]([CH:38]=[CH:10][C:9]2[CH:8]=[CH:7][C:6]([C:4]([O:3][CH3:2])=[O:5])=[CH:31][CH:30]=2)[CH:40]=[CH:41][CH:42]=1)([O-:34])=[O:33]. The catalyst class is: 10. (6) Reactant: C(N(CC)CC)C.[CH3:8][S:9](Cl)(=[O:11])=[O:10].[C:13]([C:15]1[C:16]([NH:41][CH2:42][CH2:43][O:44][CH3:45])=[CH:17][C:18]([NH:21][C:22]([N:24]2[C:33]3[C:28](=[CH:29][C:30]([CH2:39][OH:40])=[C:31]([CH:34]([O:37][CH3:38])[O:35][CH3:36])[N:32]=3)[CH2:27][CH2:26][CH2:25]2)=[O:23])=[N:19][CH:20]=1)#[N:14]. Product: [CH3:8][S:9]([O:40][CH2:39][C:30]1[C:31]([CH:34]([O:37][CH3:38])[O:35][CH3:36])=[N:32][C:33]2[N:24]([C:22](=[O:23])[NH:21][C:18]3[CH:17]=[C:16]([NH:41][CH2:42][CH2:43][O:44][CH3:45])[C:15]([C:13]#[N:14])=[CH:20][N:19]=3)[CH2:25][CH2:26][CH2:27][C:28]=2[CH:29]=1)(=[O:11])=[O:10]. The catalyst class is: 1. (7) Reactant: [O:1]([C:8]1[CH:23]=[C:22]([C:24]([F:27])([F:26])[F:25])[CH:21]=[CH:20][C:9]=1[O:10][C@@H:11]([CH3:19])[CH2:12][CH2:13][O:14]S(C)(=O)=O)[C:2]1[CH:7]=[CH:6][CH:5]=[CH:4][CH:3]=1.C([O:30][C:31](=[O:42])[CH2:32][CH2:33][C:34]1[CH:35]=[N:36][C:37](O)=[CH:38][C:39]=1[CH3:40])C.C(=O)([O-])[O-].[Cs+].[Cs+].[OH-].[Na+]. Product: [CH3:40][C:39]1[CH:38]=[C:37]([O:14][CH2:13][CH2:12][C@H:11]([O:10][C:9]2[CH:20]=[CH:21][C:22]([C:24]([F:27])([F:26])[F:25])=[CH:23][C:8]=2[O:1][C:2]2[CH:7]=[CH:6][CH:5]=[CH:4][CH:3]=2)[CH3:19])[N:36]=[CH:35][C:34]=1[CH2:33][CH2:32][C:31]([OH:42])=[O:30]. The catalyst class is: 3. (8) Reactant: [B:10]1([B:10]2[O:14][C:13]([CH3:16])([CH3:15])[C:12]([CH3:18])([CH3:17])[O:11]2)[O:14][C:13]([CH3:16])([CH3:15])[C:12]([CH3:18])([CH3:17])[O:11]1.[CH:19]1([C:22]2[C:27]([O:28][CH:29]([F:31])[F:30])=[CH:26][CH:25]=[CH:24][N:23]=2)[CH2:21][CH2:20]1. Product: [CH:19]1([C:22]2[C:27]([O:28][CH:29]([F:31])[F:30])=[CH:26][C:25]([B:10]3[O:11][C:12]([CH3:17])([CH3:18])[C:13]([CH3:15])([CH3:16])[O:14]3)=[CH:24][N:23]=2)[CH2:20][CH2:21]1. The catalyst class is: 12.